The task is: Predict which catalyst facilitates the given reaction.. This data is from Catalyst prediction with 721,799 reactions and 888 catalyst types from USPTO. (1) Reactant: [CH3:1][N:2]1[CH2:7][CH2:6][N:5]([C:8]([C:10]2[CH:15]=[CH:14][C:13]([N+:16]([O-])=O)=[CH:12][CH:11]=2)=[O:9])[CH2:4][CH2:3]1. The catalyst class is: 5. Product: [NH2:16][C:13]1[CH:12]=[CH:11][C:10]([C:8]([N:5]2[CH2:4][CH2:3][N:2]([CH3:1])[CH2:7][CH2:6]2)=[O:9])=[CH:15][CH:14]=1. (2) Reactant: [CH3:1][N:2]1[CH2:7][CH2:6][N:5]([C:8]([O:10][C@@H:11]2[N:20]([C:21]3[CH:26]=[CH:25][C:24]([Cl:27])=[CH:23][N:22]=3)[C:18](=[O:19])[C:17]3[C:12]2=[N:13][CH:14]=[CH:15][N:16]=3)=[O:9])[CH2:4][CH2:3]1.C([O-])(=O)[C@@H](CC([O-])=O)O.O.C([O-])([O-])=O.[K+].[K+]. Product: [CH3:1][N:2]1[CH2:7][CH2:6][N:5]([C:8]([O:10][C@@H:11]2[N:20]([C:21]3[CH:26]=[CH:25][C:24]([Cl:27])=[CH:23][N:22]=3)[C:18](=[O:19])[C:17]3[C:12]2=[N:13][CH:14]=[CH:15][N:16]=3)=[O:9])[CH2:4][CH2:3]1. The catalyst class is: 25. (3) Reactant: Cl[CH2:2][CH2:3][N:4]1[C:12]2[C:7](=[CH:8][C:9]([O:13][CH3:14])=[CH:10][CH:11]=2)[C:6]([CH:15]=[O:16])=[C:5]1[C:17]1[C:18]([CH3:24])=[N:19][N:20]([CH3:23])[C:21]=1[CH3:22].[CH3:25][NH2:26].Cl. Product: [CH3:14][O:13][C:9]1[CH:8]=[C:7]2[C:12](=[CH:11][CH:10]=1)[N:4]([CH2:3][CH2:2][NH:26][CH3:25])[C:5]([C:17]1[C:18]([CH3:24])=[N:19][N:20]([CH3:23])[C:21]=1[CH3:22])=[C:6]2[CH:15]=[O:16]. The catalyst class is: 6. (4) Reactant: [C:1]([O:5][C:6]([N:8]1[CH2:21][CH2:20][C:19]2[C:18]3[CH:17]=[CH:16][CH:15]=[CH:14][C:13]=3[N:12]([CH2:22][C:23](O)=[O:24])[C:11]=2[CH2:10][CH2:9]1)=[O:7])([CH3:4])([CH3:3])[CH3:2].[CH3:26][C:27]1[C:33]([CH3:34])=[CH:32][CH:31]=[CH:30][C:28]=1[NH2:29].CN(C1C=CC=CN=1)C.C(N=C=NC(C)C)(C)C. Product: [CH3:26][C:27]1[C:33]([CH3:34])=[CH:32][CH:31]=[CH:30][C:28]=1[NH:29][C:23](=[O:24])[CH2:22][N:12]1[C:13]2[CH:14]=[CH:15][CH:16]=[CH:17][C:18]=2[C:19]2[CH2:20][CH2:21][N:8]([C:6]([O:5][C:1]([CH3:2])([CH3:3])[CH3:4])=[O:7])[CH2:9][CH2:10][C:11]1=2. The catalyst class is: 49. (5) Reactant: C([O:5][C:6](=O)[CH2:7][C:8]1([OH:22])[CH2:13][CH:12]2[CH2:14][CH2:15][CH:9]1[CH:10]=[C:11]2[C:16]1[CH:21]=[CH:20][CH:19]=[CH:18][CH:17]=1)(C)(C)C.[H-].[H-].[H-].[H-].[Li+].[Al+3].[OH-].[Na+]. Product: [OH:5][CH2:6][CH2:7][C:8]1([OH:22])[CH2:13][CH:12]2[CH2:14][CH2:15][CH:9]1[CH:10]=[C:11]2[C:16]1[CH:17]=[CH:18][CH:19]=[CH:20][CH:21]=1. The catalyst class is: 1. (6) Reactant: [Cl:1][C:2]1[CH:7]=[CH:6][C:5]([C:8]2[S:12][C:11]([NH:13][C@H:14]([C:22]([O:24]C3CCCC3)=[O:23])[CH2:15][C:16]3[CH:21]=[CH:20][CH:19]=[CH:18][CH:17]=3)=[N:10][C:9]=2[CH3:30])=[CH:4][C:3]=1[S:31]([CH3:34])(=[O:33])=[O:32]. Product: [Cl:1][C:2]1[CH:7]=[CH:6][C:5]([C:8]2[S:12][C:11]([NH:13][C@H:14]([C:22]([OH:24])=[O:23])[CH2:15][C:16]3[CH:21]=[CH:20][CH:19]=[CH:18][CH:17]=3)=[N:10][C:9]=2[CH3:30])=[CH:4][C:3]=1[S:31]([CH3:34])(=[O:32])=[O:33]. The catalyst class is: 36.